From a dataset of Forward reaction prediction with 1.9M reactions from USPTO patents (1976-2016). Predict the product of the given reaction. (1) The product is: [O:14]1[C:10]2[CH:9]=[CH:8][C:7]([CH2:6][C@H:5]([NH:16][C:17]([O:19][C:20]([CH3:23])([CH3:22])[CH3:21])=[O:18])[C:4]([OH:24])=[O:3])=[CH:15][C:11]=2[N:12]=[CH:13]1. Given the reactants C([O:3][C:4](=[O:24])[C@@H:5]([NH:16][C:17]([O:19][C:20]([CH3:23])([CH3:22])[CH3:21])=[O:18])[CH2:6][C:7]1[CH:8]=[CH:9][C:10]2[O:14][CH:13]=[N:12][C:11]=2[CH:15]=1)C.O.O.[OH-].[Li+], predict the reaction product. (2) Given the reactants [CH:1]1[C:6]([CH2:7][C@H:8]([NH2:12])[C:9]([OH:11])=[O:10])=[CH:5][CH:4]=[C:3]([N:13]([CH2:17][CH2:18][Cl:19])[CH2:14][CH2:15][Cl:16])[CH:2]=1.C, predict the reaction product. The product is: [ClH:16].[NH2:12][C@@H:8]([CH2:7][C:6]1[CH:5]=[CH:4][C:3]([N:13]([CH2:14][CH2:15][Cl:16])[CH2:17][CH2:18][Cl:19])=[CH:2][CH:1]=1)[C:9]([OH:11])=[O:10]. (3) The product is: [Cl:3][C:4]1[CH:9]=[CH:8][CH:7]=[CH:6][C:5]=1[S:10][CH:14]1[CH2:13][CH:12]=[CH:11][CH2:15]1. Given the reactants [H-].[Na+].[Cl:3][C:4]1[CH:9]=[CH:8][CH:7]=[CH:6][C:5]=1[SH:10].[CH:11]1(OS(C2C=CC(C)=CC=2)(=O)=O)[CH2:15][CH:14]=[CH:13][CH2:12]1.O, predict the reaction product. (4) Given the reactants [Cl:1][C:2]1[CH:7]=[C:6]([S:8][C:9]2[C:18]3[C:13](=[CH:14][CH:15]=[CH:16][CH:17]=3)[C:12]([N+:19]([O-])=O)=[CH:11][CH:10]=2)[CH:5]=[CH:4][N:3]=1.CCOC(C)=O.CC(O)=O.[H][H], predict the reaction product. The product is: [Cl:1][C:2]1[CH:7]=[C:6]([S:8][C:9]2[C:18]3[C:13](=[CH:14][CH:15]=[CH:16][CH:17]=3)[C:12]([NH2:19])=[CH:11][CH:10]=2)[CH:5]=[CH:4][N:3]=1.